Dataset: Forward reaction prediction with 1.9M reactions from USPTO patents (1976-2016). Task: Predict the product of the given reaction. The product is: [CH3:20][O:21][C:22](=[O:31])[C:23]1[CH:28]=[CH:27][CH:26]=[CH:25][C:24]=1[CH2:29][N:8]1[C:7]2[CH:11]=[CH:12][CH:13]=[C:14]([CH:15]([CH3:17])[CH3:16])[C:6]=2[O:5][CH:4]([CH:1]([CH3:3])[CH3:2])[C:9]1=[O:10]. Given the reactants [CH:1]([CH:4]1[C:9](=[O:10])[NH:8][C:7]2[CH:11]=[CH:12][CH:13]=[C:14]([CH:15]([CH3:17])[CH3:16])[C:6]=2[O:5]1)([CH3:3])[CH3:2].[H-].[Na+].[CH3:20][O:21][C:22](=[O:31])[C:23]1[CH:28]=[CH:27][CH:26]=[CH:25][C:24]=1[CH2:29]Br.C(O)(=O)CC(CC(O)=O)(C(O)=O)O, predict the reaction product.